Task: Regression. Given two drug SMILES strings and cell line genomic features, predict the synergy score measuring deviation from expected non-interaction effect.. Dataset: NCI-60 drug combinations with 297,098 pairs across 59 cell lines Drug 1: C1=NC2=C(N=C(N=C2N1C3C(C(C(O3)CO)O)F)Cl)N. Drug 2: C(CCl)NC(=O)N(CCCl)N=O. Cell line: ACHN. Synergy scores: CSS=7.45, Synergy_ZIP=-2.19, Synergy_Bliss=2.79, Synergy_Loewe=2.01, Synergy_HSA=2.31.